From a dataset of Full USPTO retrosynthesis dataset with 1.9M reactions from patents (1976-2016). Predict the reactants needed to synthesize the given product. (1) Given the product [Br:1][C:2]1[C:7]([O:8][C:10]([CH3:12])([CH3:11])[CH3:9])=[CH:6][CH:5]=[CH:4][N:3]=1, predict the reactants needed to synthesize it. The reactants are: [Br:1][C:2]1[C:7]([OH:8])=[CH:6][CH:5]=[CH:4][N:3]=1.[CH3:9][C:10](=[CH2:12])[CH3:11].OS(O)(=O)=O. (2) Given the product [S:1]1[CH:5]=[CH:4][CH:3]=[C:2]1[CH2:6][NH:7][C:8]([C:10]1[N:11]=[C:12]2[C:17]([C:18]([F:21])([F:20])[F:19])=[CH:16][C:15]([C:29]3[CH:30]=[CH:31][O:27][CH:28]=3)=[CH:14][N:13]2[C:23]=1[N+:24]([O-:26])=[O:25])=[O:9], predict the reactants needed to synthesize it. The reactants are: [S:1]1[CH:5]=[CH:4][CH:3]=[C:2]1[CH2:6][NH:7][C:8]([C:10]1[N:11]=[C:12]2[C:17]([C:18]([F:21])([F:20])[F:19])=[CH:16][C:15](Br)=[CH:14][N:13]2[C:23]=1[N+:24]([O-:26])=[O:25])=[O:9].[O:27]1[CH:31]=[CH:30][C:29](B(O)O)=[CH:28]1. (3) Given the product [CH3:1][N:2]([CH2:4][C:5]1[C:13]2[O:12][N:11]=[C:10]([CH2:14][CH2:15][CH:16]3[CH2:21][CH2:20][N:19]([CH2:36][C:32]4[CH:31]=[C:30]5[C:35](=[CH:34][CH:33]=4)[NH:27][CH:28]=[CH:29]5)[CH2:18][CH2:17]3)[C:9]=2[CH:8]=[CH:7][C:6]=1[O:22][CH2:23][CH:24]1[CH2:25][CH2:26]1)[CH3:3], predict the reactants needed to synthesize it. The reactants are: [CH3:1][N:2]([CH2:4][C:5]1[C:13]2[O:12][N:11]=[C:10]([CH2:14][CH2:15][CH:16]3[CH2:21][CH2:20][NH:19][CH2:18][CH2:17]3)[C:9]=2[CH:8]=[CH:7][C:6]=1[O:22][CH2:23][CH:24]1[CH2:26][CH2:25]1)[CH3:3].[NH:27]1[C:35]2[C:30](=[CH:31][C:32]([CH:36]=O)=[CH:33][CH:34]=2)[CH:29]=[CH:28]1.C(O[BH-](OC(=O)C)OC(=O)C)(=O)C.[Na+].Cl. (4) Given the product [Cl:8][C:9]1[C:14]([C:15]([O:17][CH3:18])=[O:16])=[C:13]([O:5][CH:1]2[CH2:4][CH2:3][CH2:2]2)[N:12]=[CH:11][N:10]=1, predict the reactants needed to synthesize it. The reactants are: [CH:1]1([OH:5])[CH2:4][CH2:3][CH2:2]1.[H-].[Na+].[Cl:8][C:9]1[C:14]([C:15]([O:17][CH3:18])=[O:16])=[C:13](Cl)[N:12]=[CH:11][N:10]=1.O. (5) Given the product [ClH:1].[Cl:1][C:2]1[CH:3]=[C:4]([CH:27]=[CH:28][C:29]=1[O:30][CH2:31][C:32]1[CH:37]=[CH:36][CH:35]=[C:34]([F:38])[CH:33]=1)[NH:5][C:6]1[C:15]2[C:10](=[CH:11][C:12]([O:22][CH2:23][CH2:24][CH2:25][N:43]([CH2:42][CH2:41][O:40][CH3:39])[CH3:44])=[CH:13][C:14]=2[O:16][CH:17]2[CH2:18][CH2:19][CH2:20][CH2:21]2)[N:9]=[CH:8][N:7]=1, predict the reactants needed to synthesize it. The reactants are: [Cl:1][C:2]1[CH:3]=[C:4]([CH:27]=[CH:28][C:29]=1[O:30][CH2:31][C:32]1[CH:37]=[CH:36][CH:35]=[C:34]([F:38])[CH:33]=1)[NH:5][C:6]1[C:15]2[C:10](=[CH:11][C:12]([O:22][CH2:23][CH2:24][CH2:25]Cl)=[CH:13][C:14]=2[O:16][CH:17]2[CH2:21][CH2:20][CH2:19][CH2:18]2)[N:9]=[CH:8][N:7]=1.[CH3:39][O:40][CH2:41][CH2:42][NH:43][CH3:44]. (6) Given the product [NH2:17][C:14]1[CH:13]=[CH:12][C:11]([CH:5]([CH2:6][OH:7])[CH2:4][OH:3])=[CH:16][CH:15]=1, predict the reactants needed to synthesize it. The reactants are: C([O:3][C:4](=O)[CH:5]([C:11]1[CH:16]=[CH:15][C:14]([NH2:17])=[CH:13][CH:12]=1)[C:6](OCC)=[O:7])C.[H-].[Al+3].[Li+].[H-].[H-].[H-].